This data is from Catalyst prediction with 721,799 reactions and 888 catalyst types from USPTO. The task is: Predict which catalyst facilitates the given reaction. (1) Reactant: O1CCC[CH2:2]1.[Cl:6][C:7]1[CH:12]=[CH:11][C:10]([C@H:13]2[N:20]3[C:16]([S:17][C:18]([C:23]([N:25]4[CH2:29][CH2:28][CH2:27][C@H:26]4[C:30]([N:32]4[CH2:37][CH2:36][N:35]([CH3:38])[CH2:34][CH2:33]4)=[O:31])=[O:24])=[C:19]3[CH:21]=[O:22])=[N:15][C@:14]2([C:40]2[CH:45]=[CH:44][C:43]([Cl:46])=[CH:42][CH:41]=2)[CH3:39])=[CH:9][CH:8]=1.C[Mg]Br.[Cl-].[NH4+]. Product: [Cl:6][C:7]1[CH:12]=[CH:11][C:10]([C@H:13]2[N:20]3[C:16]([S:17][C:18]([C:23]([N:25]4[CH2:29][CH2:28][CH2:27][C@H:26]4[C:30]([N:32]4[CH2:33][CH2:34][N:35]([CH3:38])[CH2:36][CH2:37]4)=[O:31])=[O:24])=[C:19]3[CH:21]([OH:22])[CH3:2])=[N:15][C@:14]2([C:40]2[CH:45]=[CH:44][C:43]([Cl:46])=[CH:42][CH:41]=2)[CH3:39])=[CH:9][CH:8]=1. The catalyst class is: 84. (2) Reactant: [CH3:1][O:2][CH:3]([O:19][CH3:20])[C:4]1[CH:9]=[CH:8][C:7]([CH:10](O)[CH2:11][C:12]2[CH:17]=[CH:16][CH:15]=[CH:14][CH:13]=2)=[CH:6][CH:5]=1.Cl.[NH2:22][C:23]([NH2:25])=[NH:24].[CH3:26][O-].[Na+]. The catalyst class is: 5. Product: [CH3:1][O:2][CH:3]([O:19][CH3:20])[C:4]1[CH:9]=[CH:8][C:7]([C:10]2[C:11]([C:12]3[CH:17]=[CH:16][CH:15]=[CH:14][CH:13]=3)=[CH:26][N:22]=[C:23]([NH2:25])[N:24]=2)=[CH:6][CH:5]=1. (3) Reactant: [CH3:1][C:2]1[CH:8]=[CH:7][CH:6]=[C:5]([CH3:9])[C:3]=1[NH2:4].C(=O)(O)[O-].[Na+].[Br:15][CH2:16][CH2:17][C:18](Cl)=[O:19]. Product: [CH3:1][C:2]1[CH:8]=[CH:7][CH:6]=[C:5]([CH3:9])[C:3]=1[NH:4][C:18](=[O:19])[CH2:17][CH2:16][Br:15]. The catalyst class is: 28. (4) Reactant: [F:1][C:2]([F:29])([F:28])[C:3]1[CH:27]=[CH:26][C:6]([CH:7]=[N:8][C:9]2[CH:10]=[CH:11][C:12]([O:15][C:16]3[CH:25]=[CH:24][C:19]([C:20]([O:22][CH3:23])=[O:21])=[CH:18][CH:17]=3)=[N:13][CH:14]=2)=[CH:5][CH:4]=1.[BH4-].[Na+]. Product: [F:28][C:2]([F:1])([F:29])[C:3]1[CH:27]=[CH:26][C:6]([CH2:7][NH:8][C:9]2[CH:10]=[CH:11][C:12]([O:15][C:16]3[CH:25]=[CH:24][C:19]([C:20]([O:22][CH3:23])=[O:21])=[CH:18][CH:17]=3)=[N:13][CH:14]=2)=[CH:5][CH:4]=1. The catalyst class is: 5.